Dataset: Reaction yield outcomes from USPTO patents with 853,638 reactions. Task: Predict the reaction yield, written as a fraction of the theoretical maximum amount of product (1.0 means a 100% yield; for example, 0.34 means a 34% yield). (1) The product is [CH2:13]([O:15][C:16]([C:18]1[CH:19]2[N:43]([C:8]([O:11][C:62]([CH3:64])([CH3:63])[CH3:61])=[O:10])[CH:23]([CH2:24][C:25]=1[C:26]1[S:30][C:29]([CH2:31][O:32][CH2:33][CH2:34][OH:35])=[N:28][CH:27]=1)[CH2:22][N:21]([C:45]([O:47][C:48]([CH3:51])([CH3:50])[CH3:49])=[O:46])[CH2:20]2)=[O:17])[CH3:14]. The reactants are ClC(OC(Cl)C)=O.[C:8]([O-:11])([OH:10])=O.[Na+].[CH2:13]([O:15][C:16]([C:18]1[CH:19]2[N:43](C)[CH:23]([CH2:24][C:25]=1[C:26]1[S:30][C:29]([CH2:31][O:32][CH2:33][CH2:34][O:35][Si](C(C)(C)C)(C)C)=[N:28][CH:27]=1)[CH2:22][N:21]([C:45]([O:47][C:48]([CH3:51])([CH3:50])[CH3:49])=[O:46])[CH2:20]2)=[O:17])[CH3:14].CCN(C(C)C)C(C)C.[CH3:61][C:62](OC(OC(O[C:62]([CH3:64])([CH3:63])[CH3:61])=O)=O)([CH3:64])[CH3:63]. The yield is 0.360. The catalyst is ClCCCl. (2) The reactants are Br[C:2]1[S:6][C:5]([CH:7]=[O:8])=[CH:4][CH:3]=1.[CH2:9]([NH:11][CH2:12][CH3:13])[CH3:10]. The catalyst is O. The product is [CH2:9]([N:11]([CH2:12][CH3:13])[C:2]1[S:6][C:5]([CH:7]=[O:8])=[CH:4][CH:3]=1)[CH3:10]. The yield is 0.540.